Dataset: Catalyst prediction with 721,799 reactions and 888 catalyst types from USPTO. Task: Predict which catalyst facilitates the given reaction. (1) Reactant: [Br:1][C:2]1[CH:12]=[N:11][C:5]2[C:6](=O)[NH:7][N:8]=[CH:9][C:4]=2[CH:3]=1.P(Cl)(Cl)(Cl)=O.[NH:18]1[CH2:23][CH2:22][O:21][CH2:20][CH2:19]1. Product: [Br:1][C:2]1[CH:12]=[N:11][C:5]2=[C:6]([N:18]3[CH2:23][CH2:22][O:21][CH2:20][CH2:19]3)[N:7]=[N:8][CH:9]=[C:4]2[CH:3]=1. The catalyst class is: 22. (2) Reactant: [NH2:1][C@@H:2]1[CH2:7][CH2:6][CH2:5][C@H:4]([NH:8][C:9]2[C:10]([CH3:29])=[N:11][C:12]3[C:17]([N:18]=2)=[C:16]([C:19]2[NH:23][C:22]4[C@@H:24]([CH3:28])[NH:25][C:26](=[O:27])[C:21]=4[CH:20]=2)[CH:15]=[CH:14][CH:13]=3)[CH2:3]1.[CH3:30][S:31](Cl)(=[O:33])=[O:32].C(N(CC)CC)C. Product: [CH3:29][C:10]1[C:9]([NH:8][C@H:4]2[CH2:5][CH2:6][CH2:7][C@@H:2]([NH:1][S:31]([CH3:30])(=[O:33])=[O:32])[CH2:3]2)=[N:18][C:17]2[C:12]([N:11]=1)=[CH:13][CH:14]=[CH:15][C:16]=2[C:19]1[NH:23][C:22]2[C@@H:24]([CH3:28])[NH:25][C:26](=[O:27])[C:21]=2[CH:20]=1. The catalyst class is: 2. (3) The catalyst class is: 66. Reactant: [Cl:1][C:2]1[CH:7]=[CH:6][C:5]([CH:8]([C:20]2[CH:25]=[CH:24][C:23]([Cl:26])=[CH:22][CH:21]=2)[C:9]2[CH:10]=[C:11]3[C:16](=[CH:17][CH:18]=2)[N:15]=[CH:14][N:13]=[C:12]3Cl)=[CH:4][CH:3]=1.Cl.Cl.[NH2:29][CH:30]1[CH2:35][CH2:34][N:33]([C:36]2[CH:41]=[CH:40][C:39]([CH2:42][C:43]([O:45][CH3:46])=[O:44])=[CH:38][CH:37]=2)[CH2:32][CH2:31]1.CC(O)C. Product: [Cl:1][C:2]1[CH:7]=[CH:6][C:5]([CH:8]([C:20]2[CH:25]=[CH:24][C:23]([Cl:26])=[CH:22][CH:21]=2)[C:9]2[CH:10]=[C:11]3[C:16](=[CH:17][CH:18]=2)[N:15]=[CH:14][N:13]=[C:12]3[NH:29][CH:30]2[CH2:35][CH2:34][N:33]([C:36]3[CH:41]=[CH:40][C:39]([CH2:42][C:43]([O:45][CH3:46])=[O:44])=[CH:38][CH:37]=3)[CH2:32][CH2:31]2)=[CH:4][CH:3]=1. (4) Reactant: I[C:2]1[CH:3]=[CH:4][C:5]([N:8]2[CH:12]=[CH:11][C:10]([CH:13]([C:15]3[CH:32]=[CH:31][C:18]4[N:19]([CH2:23][O:24][CH2:25][CH2:26][Si:27]([CH3:30])([CH3:29])[CH3:28])[C:20](=[O:22])[S:21][C:17]=4[CH:16]=3)[CH3:14])=[N:9]2)=[N:6][CH:7]=1.[CH3:33][N:34]1[CH:38]=[CH:37][NH:36][C:35]1=[S:39].[OH-].[K+]. Product: [CH3:33][N:34]1[CH:38]=[CH:37][N:36]=[C:35]1[S:39][C:2]1[CH:3]=[CH:4][C:5]([N:8]2[CH:12]=[CH:11][C:10]([CH:13]([C:15]3[CH:32]=[CH:31][C:18]4[N:19]([CH2:23][O:24][CH2:25][CH2:26][Si:27]([CH3:30])([CH3:29])[CH3:28])[C:20](=[O:22])[S:21][C:17]=4[CH:16]=3)[CH3:14])=[N:9]2)=[N:6][CH:7]=1. The catalyst class is: 12. (5) Reactant: [CH3:1][C:2]1[CH:7]=[C:6]([C:8]2[O:12][N:11]=[C:10]([C:13]3[CH:14]=[C:15]4[C:19](=[CH:20][CH:21]=3)[N:18]([CH2:22][C:23]([O:25]C(C)(C)C)=[O:24])[CH:17]=[CH:16]4)[N:9]=2)[CH:5]=[CH:4][C:3]=1[C:30]1[CH:35]=[CH:34][CH:33]=[CH:32][C:31]=1[CH3:36].C(O)(C(F)(F)F)=O. Product: [CH3:1][C:2]1[CH:7]=[C:6]([C:8]2[O:12][N:11]=[C:10]([C:13]3[CH:14]=[C:15]4[C:19](=[CH:20][CH:21]=3)[N:18]([CH2:22][C:23]([OH:25])=[O:24])[CH:17]=[CH:16]4)[N:9]=2)[CH:5]=[CH:4][C:3]=1[C:30]1[CH:35]=[CH:34][CH:33]=[CH:32][C:31]=1[CH3:36]. The catalyst class is: 2.